This data is from Forward reaction prediction with 1.9M reactions from USPTO patents (1976-2016). The task is: Predict the product of the given reaction. (1) The product is: [CH3:15][C:16]1([CH3:32])[C:20]([CH3:22])([CH3:21])[O:19][B:18]([C:2]2[CH:7]=[CH:6][C:5]([C@@H:8]3[CH2:13][CH2:12][C@H:11]([OH:14])[CH2:10][CH2:9]3)=[CH:4][CH:3]=2)[O:17]1. Given the reactants Br[C:2]1[CH:7]=[CH:6][C:5]([C@@H:8]2[CH2:13][CH2:12][C@H:11]([OH:14])[CH2:10][CH2:9]2)=[CH:4][CH:3]=1.[CH3:15][C:16]1([CH3:32])[C:20]([CH3:22])([CH3:21])[O:19][B:18]([B:18]2[O:19][C:20]([CH3:22])([CH3:21])[C:16]([CH3:32])([CH3:15])[O:17]2)[O:17]1, predict the reaction product. (2) Given the reactants CS(O[CH2:6][C@@H:7]([NH:9][C:10]([O:12][C:13]([CH3:16])([CH3:15])[CH3:14])=[O:11])[CH3:8])(=O)=O.[F:17][C:18]1[CH:19]=[C:20]([C:25]2[CH:26]=[N:27][NH:28][CH:29]=2)[CH:21]=[CH:22][C:23]=1[F:24], predict the reaction product. The product is: [F:17][C:18]1[CH:19]=[C:20]([C:25]2[CH:29]=[N:28][N:27]([CH2:6][C@@H:7]([NH:9][C:10](=[O:11])[O:12][C:13]([CH3:16])([CH3:15])[CH3:14])[CH3:8])[CH:26]=2)[CH:21]=[CH:22][C:23]=1[F:24].